From a dataset of Catalyst prediction with 721,799 reactions and 888 catalyst types from USPTO. Predict which catalyst facilitates the given reaction. (1) Reactant: I[C:2]1[CH:7]=[CH:6][N:5]=[C:4]([C:8]([OH:10])=O)[CH:3]=1.[CH3:11]N(C)CCCN=C=NCC.ON1[C:27]2[CH:28]=[CH:29][CH:30]=[CH:31][C:26]=2N=N1.Cl.[CH3:33][O:34][C:35](=[O:38])[CH2:36][NH2:37]. Product: [CH3:33][O:34][C:35](=[O:38])[CH2:36][NH:37][C:8]([C:4]1[CH:3]=[C:2]([C:30]2[CH:29]=[CH:28][C:27]([CH3:11])=[CH:26][CH:31]=2)[CH:7]=[CH:6][N:5]=1)=[O:10]. The catalyst class is: 2. (2) Reactant: Cl.CN(C)CCCN=C=NCC.[N:13]1([C:19]2[N:24]=[C:23]([NH:25][C:26]3[CH:31]=[CH:30][C:29]([C:32]4([C:36](O)=[O:37])[CH2:35][CH2:34][CH2:33]4)=[CH:28][CH:27]=3)[C:22]3[CH2:39][CH2:40][CH2:41][C:21]=3[N:20]=2)[CH2:18][CH2:17][O:16][CH2:15][CH2:14]1.C(N(C(C)C)CC)(C)C.[CH:51]1([NH2:56])[CH2:55][CH2:54][CH2:53][CH2:52]1. Product: [CH:51]1([NH:56][C:36]([C:32]2([C:29]3[CH:28]=[CH:27][C:26]([NH:25][C:23]4[C:22]5[CH2:39][CH2:40][CH2:41][C:21]=5[N:20]=[C:19]([N:13]5[CH2:14][CH2:15][O:16][CH2:17][CH2:18]5)[N:24]=4)=[CH:31][CH:30]=3)[CH2:33][CH2:34][CH2:35]2)=[O:37])[CH2:55][CH2:54][CH2:53][CH2:52]1. The catalyst class is: 9. (3) Reactant: C(OC(=O)[N:7]([CH2:14][C:15]([F:18])([F:17])[CH3:16])[C:8]1[CH:13]=[CH:12][CH:11]=[CH:10][N:9]=1)(C)(C)C.C(OC(=O)C)C.[ClH:26]. Product: [ClH:26].[F:18][C:15]([F:17])([CH3:16])[CH2:14][NH:7][C:8]1[CH:13]=[CH:12][CH:11]=[CH:10][N:9]=1. The catalyst class is: 13. (4) Product: [F:1][C:2]([F:15])([F:14])[S:3]([O:6][C:23]1[CH:22]=[CH:21][C:20]([C:25](=[O:27])[CH3:26])=[CH:19][C:18]=1[N:17]([CH3:16])[CH3:28])(=[O:5])=[O:4]. Reactant: [F:1][C:2]([F:15])([F:14])[S:3]([O:6]S(C(F)(F)F)(=O)=O)(=[O:5])=[O:4].[CH3:16][N:17]([CH3:28])[C:18]1[CH:19]=[C:20]([C:25](=[O:27])[CH3:26])[CH:21]=[CH:22][C:23]=1O.C(N(CC)CC)C.C(=O)([O-])O.[Na+]. The catalyst class is: 4. (5) Reactant: Br[CH2:2][C:3]1[S:7][C:6]([C:8]([O:10][CH3:11])=[O:9])=[CH:5][CH:4]=1.[CH3:12][NH:13][CH2:14][CH2:15][CH2:16][CH3:17]. Product: [CH2:14]([N:13]([CH2:2][C:3]1[S:7][C:6]([C:8]([O:10][CH3:11])=[O:9])=[CH:5][CH:4]=1)[CH3:12])[CH2:15][CH2:16][CH3:17]. The catalyst class is: 21.